From a dataset of Forward reaction prediction with 1.9M reactions from USPTO patents (1976-2016). Predict the product of the given reaction. (1) Given the reactants [Cl:1][C:2]1[CH:3]=[C:4]([CH:35]=[CH:36][CH:37]=1)[CH2:5][N:6]1[C:14]2[C:9](=[CH:10][C:11]([N:15]3[CH2:20][CH2:19][N:18](C)[CH2:17][CH2:16]3)=[CH:12][CH:13]=2)[C:8]([S:22]([C:25]2[C:34]3[C:29](=[CH:30][CH:31]=[CH:32][CH:33]=3)[CH:28]=[CH:27][CH:26]=2)(=[O:24])=[O:23])=[N:7]1.[Cl:38]C(OC(Cl)C)=O.NC1C2C(=CC=CC=2N)C=CC=1.O, predict the reaction product. The product is: [ClH:1].[ClH:38].[Cl:1][C:2]1[CH:3]=[C:4]([CH:35]=[CH:36][CH:37]=1)[CH2:5][N:6]1[C:14]2[C:9](=[CH:10][C:11]([N:15]3[CH2:16][CH2:17][NH:18][CH2:19][CH2:20]3)=[CH:12][CH:13]=2)[C:8]([S:22]([C:25]2[C:34]3[C:29](=[CH:30][CH:31]=[CH:32][CH:33]=3)[CH:28]=[CH:27][CH:26]=2)(=[O:24])=[O:23])=[N:7]1. (2) The product is: [OH:25][CH2:24][CH:23]([NH:22][C:2]1[CH:3]=[C:4]2[C:9](=[CH:10][C:11]=1[N+:12]([O-:14])=[O:13])[NH:8][C:7](=[O:15])[N:6]([NH:16][S:17]([CH3:20])(=[O:19])=[O:18])[C:5]2=[O:21])[CH2:26][CH3:27]. Given the reactants F[C:2]1[CH:3]=[C:4]2[C:9](=[CH:10][C:11]=1[N+:12]([O-:14])=[O:13])[NH:8][C:7](=[O:15])[N:6]([NH:16][S:17]([CH3:20])(=[O:19])=[O:18])[C:5]2=[O:21].[NH2:22][CH:23]([CH2:26][CH3:27])[CH2:24][OH:25], predict the reaction product. (3) The product is: [CH2:1]([O:8][C@H:9]1[C@H:14]([O:15][CH2:16][C:17]2[CH:22]=[CH:21][CH:20]=[CH:19][CH:18]=2)[C@@H:13]([O:23][CH2:24][C:25]2[CH:26]=[CH:27][CH:28]=[CH:29][CH:30]=2)[C@@:12]([C:33]2[CH:38]=[CH:37][C:36]([Cl:39])=[C:35]([CH2:40][C:41]3[CH:46]=[CH:45][C:44]([O:47][CH3:48])=[C:43]([F:49])[C:42]=3[F:50])[CH:34]=2)([O:31][CH3:32])[O:11][C:10]1([CH2:51][OH:52])[CH2:53][OH:54])[C:2]1[CH:7]=[CH:6][CH:5]=[CH:4][CH:3]=1. Given the reactants [CH2:1]([O:8][C@H:9]1[C@H:14]([O:15][CH2:16][C:17]2[CH:22]=[CH:21][CH:20]=[CH:19][CH:18]=2)[C@@H:13]([O:23][CH2:24][C:25]2[CH:30]=[CH:29][CH:28]=[CH:27][CH:26]=2)[C@@:12]([C:33]2[CH:38]=[CH:37][C:36]([Cl:39])=[C:35]([CH2:40][C:41]3[CH:46]=[CH:45][C:44]([O:47][CH3:48])=[C:43]([F:49])[C:42]=3[F:50])[CH:34]=2)([O:31][CH3:32])[O:11][C@:10]1([CH2:53][OH:54])[CH:51]=[O:52])[C:2]1[CH:7]=[CH:6][CH:5]=[CH:4][CH:3]=1.[BH4-].[Na+], predict the reaction product. (4) Given the reactants I[CH2:2][CH2:3][CH2:4][CH3:5].[OH:6][C:7]1[CH:8]=[C:9]([CH:14]=[CH:15][C:16]=1[I:17])[C:10]([O:12][CH3:13])=[O:11].C(=O)([O-])[O-].[K+].[K+], predict the reaction product. The product is: [CH2:2]([O:6][C:7]1[CH:8]=[C:9]([CH:14]=[CH:15][C:16]=1[I:17])[C:10]([O:12][CH3:13])=[O:11])[CH2:3][CH2:4][CH3:5].